This data is from NCI-60 drug combinations with 297,098 pairs across 59 cell lines. The task is: Regression. Given two drug SMILES strings and cell line genomic features, predict the synergy score measuring deviation from expected non-interaction effect. (1) Synergy scores: CSS=3.84, Synergy_ZIP=-0.780, Synergy_Bliss=3.28, Synergy_Loewe=-4.68, Synergy_HSA=0.954. Drug 2: CN(C(=O)NC(C=O)C(C(C(CO)O)O)O)N=O. Drug 1: C1CN1P(=S)(N2CC2)N3CC3. Cell line: OVCAR-5. (2) Drug 1: C1CCN(CC1)CCOC2=CC=C(C=C2)C(=O)C3=C(SC4=C3C=CC(=C4)O)C5=CC=C(C=C5)O. Drug 2: CC1CCC2CC(C(=CC=CC=CC(CC(C(=O)C(C(C(=CC(C(=O)CC(OC(=O)C3CCCCN3C(=O)C(=O)C1(O2)O)C(C)CC4CCC(C(C4)OC)OCCO)C)C)O)OC)C)C)C)OC. Cell line: SF-268. Synergy scores: CSS=16.0, Synergy_ZIP=7.36, Synergy_Bliss=7.14, Synergy_Loewe=-5.96, Synergy_HSA=4.37. (3) Drug 1: CC1=CC2C(CCC3(C2CCC3(C(=O)C)OC(=O)C)C)C4(C1=CC(=O)CC4)C. Drug 2: CC1CCC2CC(C(=CC=CC=CC(CC(C(=O)C(C(C(=CC(C(=O)CC(OC(=O)C3CCCCN3C(=O)C(=O)C1(O2)O)C(C)CC4CCC(C(C4)OC)O)C)C)O)OC)C)C)C)OC. Cell line: U251. Synergy scores: CSS=18.1, Synergy_ZIP=-5.42, Synergy_Bliss=-6.48, Synergy_Loewe=-32.6, Synergy_HSA=-5.33. (4) Drug 1: CC1CCC2CC(C(=CC=CC=CC(CC(C(=O)C(C(C(=CC(C(=O)CC(OC(=O)C3CCCCN3C(=O)C(=O)C1(O2)O)C(C)CC4CCC(C(C4)OC)O)C)C)O)OC)C)C)C)OC. Drug 2: CCN(CC)CCCC(C)NC1=C2C=C(C=CC2=NC3=C1C=CC(=C3)Cl)OC. Cell line: UO-31. Synergy scores: CSS=16.4, Synergy_ZIP=-7.18, Synergy_Bliss=1.61, Synergy_Loewe=-0.715, Synergy_HSA=1.85. (5) Drug 1: CCCS(=O)(=O)NC1=C(C(=C(C=C1)F)C(=O)C2=CNC3=C2C=C(C=N3)C4=CC=C(C=C4)Cl)F. Drug 2: C1=NC2=C(N=C(N=C2N1C3C(C(C(O3)CO)O)F)Cl)N. Cell line: BT-549. Synergy scores: CSS=14.9, Synergy_ZIP=-1.86, Synergy_Bliss=-5.03, Synergy_Loewe=-34.8, Synergy_HSA=-6.70. (6) Drug 1: CN1CCC(CC1)COC2=C(C=C3C(=C2)N=CN=C3NC4=C(C=C(C=C4)Br)F)OC. Drug 2: CCCCC(=O)OCC(=O)C1(CC(C2=C(C1)C(=C3C(=C2O)C(=O)C4=C(C3=O)C=CC=C4OC)O)OC5CC(C(C(O5)C)O)NC(=O)C(F)(F)F)O. Cell line: NCI-H226. Synergy scores: CSS=4.64, Synergy_ZIP=-0.817, Synergy_Bliss=1.46, Synergy_Loewe=2.32, Synergy_HSA=1.69. (7) Synergy scores: CSS=65.2, Synergy_ZIP=-0.164, Synergy_Bliss=-1.61, Synergy_Loewe=-67.2, Synergy_HSA=-1.56. Cell line: CCRF-CEM. Drug 2: C1CN(P(=O)(OC1)NCCCl)CCCl. Drug 1: CC1=C(C(=O)C2=C(C1=O)N3CC4C(C3(C2COC(=O)N)OC)N4)N.